Predict the reactants needed to synthesize the given product. From a dataset of Full USPTO retrosynthesis dataset with 1.9M reactions from patents (1976-2016). Given the product [CH3:1][N:2]1[C:10]2[CH:9]=[CH:8][CH:7]=[C:6]([C:11]#[N:12])[C:5]=2[CH:4]=[C:3]1[C:19]1[CH:24]=[CH:23][CH:22]=[CH:21][CH:20]=1, predict the reactants needed to synthesize it. The reactants are: [CH3:1][N:2]1[C:10]2[CH:9]=[CH:8][CH:7]=[C:6]([C:11]#[N:12])[C:5]=2[CH:4]=[CH:3]1.C([O-])(=O)C.[Cs+].I[C:19]1[CH:24]=[CH:23][CH:22]=[CH:21][CH:20]=1.